Dataset: Full USPTO retrosynthesis dataset with 1.9M reactions from patents (1976-2016). Task: Predict the reactants needed to synthesize the given product. (1) Given the product [Cl:39][C:40]1[CH:41]=[C:42]([CH:45]=[C:46]([B:29]2[O:30][C:31]([CH3:36])([CH3:37])[C:32]([CH3:34])([CH3:35])[O:33]2)[CH:47]=1)[C:43]#[N:44], predict the reactants needed to synthesize it. The reactants are: C(C1C=CN=C(C2C=C(C(C)(C)C)C=CN=2)C=1)(C)(C)C.[CH3:36][C:31]1([CH3:37])[C:32]([CH3:35])([CH3:34])[O:33][B:29]([B:29]2[O:33][C:32]([CH3:35])([CH3:34])[C:31]([CH3:37])([CH3:36])[O:30]2)[O:30]1.[Cl:39][C:40]1[CH:41]=[C:42]([CH:45]=[CH:46][CH:47]=1)[C:43]#[N:44]. (2) The reactants are: [NH2:1][C:2]1[C:7]([F:8])=[CH:6][CH:5]=[CH:4][C:3]=1[C:9]1[CH:14]=[CH:13][C:12]([C@H:15]([NH:17][C:18]([C:20]2([NH:23]C(=O)C(F)(F)F)[CH2:22][CH2:21]2)=[O:19])[CH3:16])=[C:11]([F:30])[CH:10]=1.[OH-].[Na+]. Given the product [NH2:23][C:20]1([C:18]([NH:17][C@@H:15]([C:12]2[CH:13]=[CH:14][C:9]([C:3]3[CH:4]=[CH:5][CH:6]=[C:7]([F:8])[C:2]=3[NH2:1])=[CH:10][C:11]=2[F:30])[CH3:16])=[O:19])[CH2:22][CH2:21]1, predict the reactants needed to synthesize it.